Task: Predict the reactants needed to synthesize the given product.. Dataset: Full USPTO retrosynthesis dataset with 1.9M reactions from patents (1976-2016) (1) Given the product [CH2:3]=[C:2]([C:5]1[N:6]=[N:7][N:8]([CH2:10][CH2:11][C:12]([O:14][CH3:15])=[O:13])[CH:9]=1)[CH3:4], predict the reactants needed to synthesize it. The reactants are: O[C:2]([C:5]1[N:6]=[N:7][N:8]([CH2:10][CH2:11][C:12]([O:14][CH3:15])=[O:13])[CH:9]=1)([CH3:4])[CH3:3].N1C=CC=CC=1.O=P(Cl)(Cl)Cl.Cl. (2) Given the product [CH3:24][O:25][CH2:26][CH2:27][N:28]([CH3:36])[C:29]1[N:30]=[CH:31][C:32]([NH:35][C:15]([C:13]2[N:14]=[C:10]([C:5]3[CH:6]=[CH:7][CH:8]=[CH:9][C:4]=3[O:3][C:2]([F:23])([F:22])[F:1])[O:11][C:12]=2[C:18]([F:21])([F:20])[F:19])=[O:17])=[CH:33][CH:34]=1, predict the reactants needed to synthesize it. The reactants are: [F:1][C:2]([F:23])([F:22])[O:3][C:4]1[CH:9]=[CH:8][CH:7]=[CH:6][C:5]=1[C:10]1[O:11][C:12]([C:18]([F:21])([F:20])[F:19])=[C:13]([C:15]([OH:17])=O)[N:14]=1.[CH3:24][O:25][CH2:26][CH2:27][N:28]([CH3:36])[C:29]1[CH:34]=[CH:33][C:32]([NH2:35])=[CH:31][N:30]=1. (3) Given the product [Cl:29][C:24]1[CH:23]=[C:22]([CH:27]=[CH:26][C:25]=1[F:28])[C:21]([NH:20][C@@H:17]1[CH2:16][CH2:15][C@H:14]([NH:13][C:2]2[CH:3]=[C:4]([CH:10]=[CH:11][N:12]=2)[C:5]([N:7]([CH3:9])[CH3:8])=[O:6])[CH2:19][CH2:18]1)=[O:30], predict the reactants needed to synthesize it. The reactants are: Cl[C:2]1[CH:3]=[C:4]([CH:10]=[CH:11][N:12]=1)[C:5]([N:7]([CH3:9])[CH3:8])=[O:6].[NH2:13][C@@H:14]1[CH2:19][CH2:18][C@H:17]([NH:20][C:21](=[O:30])[C:22]2[CH:27]=[CH:26][C:25]([F:28])=[C:24]([Cl:29])[CH:23]=2)[CH2:16][CH2:15]1.C([O-])(O)=O.[Na+]. (4) The reactants are: [F:1][C:2]([F:14])([F:13])[C:3]1[CH:12]=[CH:11][C:6]2[N:7]=[C:8]([NH2:10])[S:9][C:5]=2[CH:4]=1.[Cl:15][C:16]1[CH:24]=[CH:23][C:19]([C:20](Cl)=[O:21])=[CH:18][CH:17]=1.Br[CH:26]([CH2:31][CH3:32])[C:27]([O:29]C)=[O:28].COC1C=CC2N=C(N)SC=2C=1.ClC1C=C(C=CC=1)C(Cl)=O.BrCC(OCC)=O. Given the product [Cl:15][C:16]1[CH:24]=[CH:23][C:19]([C:20]([N:10]=[C:8]2[N:7]([CH:26]([CH2:31][CH3:32])[C:27]([OH:29])=[O:28])[C:6]3[CH:11]=[CH:12][C:3]([C:2]([F:1])([F:13])[F:14])=[CH:4][C:5]=3[S:9]2)=[O:21])=[CH:18][CH:17]=1, predict the reactants needed to synthesize it. (5) Given the product [OH:1][CH:2]([CH2:29][CH2:30][CH3:31])[CH2:3][CH2:4][C:5]1[C:6]([F:28])=[C:7]([F:27])[C:8]([F:26])=[C:9]([C@H:11]2[CH2:12][CH2:13][C@H:14]([C@H:17]3[CH2:22][CH2:21][C@H:20]([CH2:23][CH2:24][CH3:25])[CH2:19][CH2:18]3)[CH2:15][CH2:16]2)[CH:10]=1, predict the reactants needed to synthesize it. The reactants are: [OH:1][CH:2]([CH2:29][CH2:30][CH3:31])[C:3]#[C:4][C:5]1[C:6]([F:28])=[C:7]([F:27])[C:8]([F:26])=[C:9]([C@H:11]2[CH2:16][CH2:15][C@H:14]([C@H:17]3[CH2:22][CH2:21][C@H:20]([CH2:23][CH2:24][CH3:25])[CH2:19][CH2:18]3)[CH2:13][CH2:12]2)[CH:10]=1.[H][H]. (6) Given the product [Br:11][C:8]1[CH:7]=[C:3]2[C:2](=[CH:10][CH:9]=1)[N:1]=[C:15]([C:14]1[CH:18]=[CH:19][CH:20]=[CH:21][C:13]=1[Cl:12])[N:6]=[C:4]2[N:22]1[CH2:26][CH2:25][CH2:24][CH2:23]1, predict the reactants needed to synthesize it. The reactants are: [NH2:1][C:2]1[CH:10]=[CH:9][C:8]([Br:11])=[CH:7][C:3]=1[C:4]([NH2:6])=O.[Cl:12][C:13]1[CH:21]=[CH:20][CH:19]=[CH:18][C:14]=1[C:15](Cl)=O.[NH:22]1[CH2:26][CH2:25][CH2:24][CH2:23]1. (7) Given the product [O:14]1[CH2:15][CH2:16][N:11]([C:10]2[C:5]3[N:6]([C:17]([C:18]4[CH:30]=[CH:29][C:21]([C:22]([O:24][C:25]([CH3:27])([CH3:28])[CH3:26])=[O:23])=[CH:20][CH:19]=4)=[C:3](/[CH:1]=[CH:31]/[C:32]4[CH:41]=[CH:40][C:39]5[C:34](=[CH:35][CH:36]=[CH:37][CH:38]=5)[N:33]=4)[N:4]=3)[N:7]=[CH:8][CH:9]=2)[CH2:12][CH2:13]1, predict the reactants needed to synthesize it. The reactants are: [CH:1]([C:3]1[N:4]=[C:5]2[C:10]([N:11]3[CH2:16][CH2:15][O:14][CH2:13][CH2:12]3)=[CH:9][CH:8]=[N:7][N:6]2[C:17]=1[C:18]1[CH:30]=[CH:29][C:21]([C:22]([O:24][C:25]([CH3:28])([CH3:27])[CH3:26])=[O:23])=[CH:20][CH:19]=1)=O.[CH3:31][C:32]1[CH:41]=[CH:40][C:39]2[C:34](=[CH:35][CH:36]=[CH:37][CH:38]=2)[N:33]=1.Cl[Si](C)(C)C.O.